Dataset: Catalyst prediction with 721,799 reactions and 888 catalyst types from USPTO. Task: Predict which catalyst facilitates the given reaction. (1) Reactant: [S:1]1[C:5]([C:6](O)=[O:7])=[CH:4][CH:3]=[C:2]1[C:9](O)=[O:10].[H-].[Al+3].[Li+].[H-].[H-].[H-].S([O-])([O-])(=O)=O.[Na+].[Na+]. Product: [S:1]1[C:5]([CH2:6][OH:7])=[CH:4][CH:3]=[C:2]1[CH2:9][OH:10]. The catalyst class is: 7. (2) Reactant: F[C:2]1[CH:9]=[CH:8][C:7]([N+:10]([O-:12])=[O:11])=[CH:6][C:3]=1[C:4]#[N:5].C(N(CC)CC)C.[CH2:20]([SH:22])[CH3:21].O. Product: [CH2:20]([S:22][C:2]1[CH:9]=[CH:8][C:7]([N+:10]([O-:12])=[O:11])=[CH:6][C:3]=1[C:4]#[N:5])[CH3:21]. The catalyst class is: 3. (3) Product: [Cl:1][C:2]1[CH:7]=[CH:6][C:5]([S:8]([NH:11][C:22]2[CH:21]=[CH:20][CH:19]=[CH:18][C:17]=2[O:16][CH3:15])(=[O:9])=[O:10])=[CH:4][C:3]=1[N+:12]([O-:14])=[O:13]. Reactant: [Cl:1][C:2]1[CH:7]=[CH:6][C:5]([S:8]([NH2:11])(=[O:10])=[O:9])=[CH:4][C:3]=1[N+:12]([O-:14])=[O:13].[CH3:15][O:16][C:17]1[C:18](N)=[CH:19][CH:20]=[CH:21][CH:22]=1.N1C=CC=CC=1. The catalyst class is: 91. (4) Reactant: [C:1](Cl)(=[O:4])[CH:2]=[CH2:3].[CH3:6][O:7][C:8]1[CH:13]=[C:12]([N:14]2[CH2:17][C:16]3([N:21]([CH3:22])[CH2:20][CH2:19][CH2:18]3)[CH2:15]2)[C:11]([NH2:23])=[CH:10][C:9]=1[NH:24][C:25]1[N:30]=[C:29]([C:31]2[C:39]3[C:34](=[CH:35][CH:36]=[CH:37][CH:38]=3)[N:33]([CH3:40])[CH:32]=2)[CH:28]=[CH:27][N:26]=1.CCN(C(C)C)C(C)C. Product: [CH3:6][O:7][C:8]1[C:9]([NH:24][C:25]2[N:30]=[C:29]([C:31]3[C:39]4[C:34](=[CH:35][CH:36]=[CH:37][CH:38]=4)[N:33]([CH3:40])[CH:32]=3)[CH:28]=[CH:27][N:26]=2)=[CH:10][C:11]([NH:23][C:1](=[O:4])[CH:2]=[CH2:3])=[C:12]([N:14]2[CH2:17][C:16]3([N:21]([CH3:22])[CH2:20][CH2:19][CH2:18]3)[CH2:15]2)[CH:13]=1. The catalyst class is: 2. (5) Reactant: [CH:1]([C:3]1[CH:24]=[CH:23][C:6]([O:7][CH2:8][C:9]2[N:10]=[C:11]([C:15]3[CH:16]=[C:17]([CH:20]=[CH:21][CH:22]=3)[C:18]#[N:19])[O:12][C:13]=2[CH3:14])=[C:5]([O:25][CH3:26])[CH:4]=1)=[O:2].C(O)C.[BH4-].[Na+].O. Product: [OH:2][CH2:1][C:3]1[CH:24]=[CH:23][C:6]([O:7][CH2:8][C:9]2[N:10]=[C:11]([C:15]3[CH:16]=[C:17]([CH:20]=[CH:21][CH:22]=3)[C:18]#[N:19])[O:12][C:13]=2[CH3:14])=[C:5]([O:25][CH3:26])[CH:4]=1. The catalyst class is: 7. (6) Reactant: [CH3:1][O:2][C:3]1[CH:12]=[CH:11][C:6]([CH2:7][CH:8]2[CH2:10][O:9]2)=[CH:5][CH:4]=1.[N-:13]=[N+:14]=[N-:15].[Na+]. Product: [N:13]([CH2:10][CH:8]([OH:9])[CH2:7][C:6]1[CH:11]=[CH:12][C:3]([O:2][CH3:1])=[CH:4][CH:5]=1)=[N+:14]=[N-:15]. The catalyst class is: 18.